From a dataset of Peptide-MHC class I binding affinity with 185,985 pairs from IEDB/IMGT. Regression. Given a peptide amino acid sequence and an MHC pseudo amino acid sequence, predict their binding affinity value. This is MHC class I binding data. (1) The peptide sequence is KQISNELNY. The MHC is HLA-B15:01 with pseudo-sequence HLA-B15:01. The binding affinity (normalized) is 0.963. (2) The peptide sequence is LRVGLYGLLF. The MHC is Mamu-B17 with pseudo-sequence Mamu-B17. The binding affinity (normalized) is 0.418. (3) The peptide sequence is PSEVELEEY. The MHC is HLA-B57:01 with pseudo-sequence HLA-B57:01. The binding affinity (normalized) is 0.0847. (4) The peptide sequence is RQSSGSSSSGF. The MHC is HLA-C07:01 with pseudo-sequence HLA-C07:01. The binding affinity (normalized) is 0.0847. (5) The binding affinity (normalized) is 0.0847. The peptide sequence is DSDPMDGCE. The MHC is HLA-B07:02 with pseudo-sequence HLA-B07:02. (6) The peptide sequence is PTINKSIYII. The MHC is HLA-A02:01 with pseudo-sequence HLA-A02:01. The binding affinity (normalized) is 0.194. (7) The peptide sequence is KMVAWWAGI. The MHC is Mamu-B08 with pseudo-sequence Mamu-B08. The binding affinity (normalized) is 0.205.